Dataset: Full USPTO retrosynthesis dataset with 1.9M reactions from patents (1976-2016). Task: Predict the reactants needed to synthesize the given product. (1) Given the product [C:1]1([CH2:7][CH2:8][CH2:9][CH2:10][CH2:11][CH2:12][C:13]([C:15]2[O:16][C:17]([C:20]3[CH:29]=[CH:28][CH:27]=[CH:26][C:21]=3[C:22]([OH:24])=[O:23])=[CH:18][N:19]=2)=[O:14])[CH:6]=[CH:5][CH:4]=[CH:3][CH:2]=1, predict the reactants needed to synthesize it. The reactants are: [C:1]1([CH2:7][CH2:8][CH2:9][CH2:10][CH2:11][CH2:12][C:13]([C:15]2[O:16][C:17]([C:20]3[CH:29]=[CH:28][CH:27]=[CH:26][C:21]=3[C:22]([O:24]C)=[O:23])=[CH:18][N:19]=2)=[O:14])[CH:6]=[CH:5][CH:4]=[CH:3][CH:2]=1. (2) Given the product [Cl:1][C:2]1[C:7](=[O:8])[N:6]([CH3:9])[CH:5]=[C:4]([N:10]2[CH:11]([C:30]3[CH:31]=[CH:32][C:33]([Cl:36])=[CH:34][CH:35]=3)[C:12]3[C:13](=[N:14][N:15]([CH2:18][C:19]4[CH:20]=[CH:21][C:22]([O:25][CH3:26])=[CH:23][CH:24]=4)[C:16]=3[CH3:17])[C:27]2=[O:28])[CH:3]=1, predict the reactants needed to synthesize it. The reactants are: [Cl:1][C:2]1[C:7](=[O:8])[N:6]([CH3:9])[CH:5]=[C:4]([NH:10][CH:11]([C:30]2[CH:35]=[CH:34][C:33]([Cl:36])=[CH:32][CH:31]=2)[C:12]2[C:13]([C:27](O)=[O:28])=[N:14][N:15]([CH2:18][C:19]3[CH:24]=[CH:23][C:22]([O:25][CH3:26])=[CH:21][CH:20]=3)[C:16]=2[CH3:17])[CH:3]=1. (3) The reactants are: [CH:1]([C:3]1[CH:12]=[CH:11][C:6]([C:7]([O:9][CH3:10])=[O:8])=[CH:5][CH:4]=1)=O.CCO[C:16]([C:18]([CH2:20][C:21]([CH3:23])=[O:22])=[O:19])=[O:17].[C:24]1([CH2:30][CH2:31][NH2:32])[CH:29]=[CH:28][CH:27]=[CH:26][CH:25]=1. Given the product [C:21]([C:20]1[CH:1]([C:3]2[CH:12]=[CH:11][C:6]([C:7]([O:9][CH3:10])=[O:8])=[CH:5][CH:4]=2)[N:32]([CH2:31][CH2:30][C:24]2[CH:29]=[CH:28][CH:27]=[CH:26][CH:25]=2)[C:16](=[O:17])[C:18]=1[OH:19])(=[O:22])[CH3:23], predict the reactants needed to synthesize it.